This data is from Full USPTO retrosynthesis dataset with 1.9M reactions from patents (1976-2016). The task is: Predict the reactants needed to synthesize the given product. (1) Given the product [O:1]=[C:2]1[N:8]([CH:9]2[CH2:14][CH2:13][N:12]([C:15]([O:17][C@H:18]([CH2:40][C:41]3[CH:46]=[C:45]([CH3:47])[C:44]([OH:48])=[C:43]([CH3:49])[CH:42]=3)[C:19](=[O:20])[N:21]3[CH2:22][CH2:23][N:24]([CH:27]4[CH2:32][CH2:31][NH:30][CH2:29][CH2:28]4)[CH2:25][CH2:26]3)=[O:16])[CH2:11][CH2:10]2)[CH2:7][CH2:6][C:5]2[CH:50]=[CH:51][CH:52]=[CH:53][C:4]=2[NH:3]1, predict the reactants needed to synthesize it. The reactants are: [O:1]=[C:2]1[N:8]([CH:9]2[CH2:14][CH2:13][N:12]([C:15]([O:17][C@H:18]([CH2:40][C:41]3[CH:46]=[C:45]([CH3:47])[C:44]([OH:48])=[C:43]([CH3:49])[CH:42]=3)[C:19]([N:21]3[CH2:26][CH2:25][N:24]([CH:27]4[CH2:32][CH2:31][N:30](CC5C=CC=CC=5)[CH2:29][CH2:28]4)[CH2:23][CH2:22]3)=[O:20])=[O:16])[CH2:11][CH2:10]2)[CH2:7][CH2:6][C:5]2[CH:50]=[CH:51][CH:52]=[CH:53][C:4]=2[NH:3]1.[H][H]. (2) Given the product [O:24]=[S:16]1(=[O:25])[C:17]2[CH:23]=[CH:22][CH:21]=[CH:20][C:18]=2[CH2:19][N:13]([C:4]2[CH:3]=[C:2]([NH:33][CH2:32][CH2:31][CH2:30][CH2:29][CH2:28][CH2:27][CH2:26][NH2:34])[C:11]3[C:6](=[CH:7][CH:8]=[C:9]([CH3:12])[CH:10]=3)[N:5]=2)[CH2:14][CH2:15]1, predict the reactants needed to synthesize it. The reactants are: Cl[C:2]1[C:11]2[C:6](=[CH:7][CH:8]=[C:9]([CH3:12])[CH:10]=2)[N:5]=[C:4]([N:13]2[CH2:19][C:18]3[CH:20]=[CH:21][CH:22]=[CH:23][C:17]=3[S:16](=[O:25])(=[O:24])[CH2:15][CH2:14]2)[CH:3]=1.[CH2:26]([NH2:34])[CH2:27][CH2:28][CH2:29][CH2:30][CH2:31][CH2:32][NH2:33]. (3) Given the product [C:21]([O:1][C:2]1[CH:14]=[CH:13][C:12]2[N:11]([CH2:15][CH2:16][CH3:17])[C:10]3[C:5]([C:4]=2[CH:3]=1)=[CH:6][C:7]([C:18](=[O:20])[CH3:19])=[CH:8][CH:9]=3)(=[O:23])[CH3:22], predict the reactants needed to synthesize it. The reactants are: [OH:1][C:2]1[CH:3]=[C:4]2[C:12](=[CH:13][CH:14]=1)[N:11]([CH2:15][CH2:16][CH3:17])[C:10]1[CH:9]=[CH:8][C:7]([C:18](=[O:20])[CH3:19])=[CH:6][C:5]2=1.[C:21](OC(=O)C)(=[O:23])[CH3:22].N1C=CC=CC=1. (4) Given the product [CH2:15]([N:1]([CH2:15][C:16]1[CH:21]=[CH:20][CH:19]=[CH:18][CH:17]=1)[CH2:2][CH2:3][O:4][CH2:5][CH2:6][OH:7])[C:16]1[CH:21]=[CH:20][CH:19]=[CH:18][CH:17]=1, predict the reactants needed to synthesize it. The reactants are: [NH2:1][CH2:2][CH2:3][O:4][CH2:5][CH2:6][OH:7].C(=O)([O-])[O-].[K+].[K+].O.[CH2:15](Br)[C:16]1[CH:21]=[CH:20][CH:19]=[CH:18][CH:17]=1. (5) Given the product [S:1]1[C:5]2[CH:6]=[CH:7][CH:8]=[CH:9][C:4]=2[N:3]=[C:2]1[NH:10][C@H:11]1[CH2:14][C@H:13]([N:15]2[C:16]3=[N:17][CH:18]=[CH:19][CH:20]=[C:21]3[N:32]([CH:29]3[CH2:31][CH2:30]3)[C:24]2=[O:26])[CH2:12]1, predict the reactants needed to synthesize it. The reactants are: [S:1]1[C:5]2[CH:6]=[CH:7][CH:8]=[CH:9][C:4]=2[N:3]=[C:2]1[NH:10][C@H:11]1[CH2:14][C@H:13]([NH:15][C:16]2[C:21](Br)=[CH:20][CH:19]=[CH:18][N:17]=2)[CH2:12]1.C[C:24](C)([O-:26])C.[Na+].[CH:29]1([NH2:32])[CH2:31][CH2:30]1.ClC(Cl)(OC(=O)OC(Cl)(Cl)Cl)Cl. (6) Given the product [Cl:20][C:17]1[CH:18]=[CH:19][C:14]([C@H:10]2[O:11][CH2:12][CH2:13][NH:8][CH2:9]2)=[CH:15][C:16]=1[F:21], predict the reactants needed to synthesize it. The reactants are: C(OC([N:8]1[CH2:13][CH2:12][O:11][C@H:10]([C:14]2[CH:19]=[CH:18][C:17]([Cl:20])=[C:16]([F:21])[CH:15]=2)[CH2:9]1)=O)(C)(C)C.C(O)(C(F)(F)F)=O.